From a dataset of Full USPTO retrosynthesis dataset with 1.9M reactions from patents (1976-2016). Predict the reactants needed to synthesize the given product. (1) Given the product [C:2]([O:5][C:6]([NH:8][C@H:9]([C:22](=[O:24])[NH:27][CH2:28][CH3:29])[CH2:10][CH2:11][C:12]([OH:14])=[O:13])=[O:7])([CH3:1])([CH3:3])[CH3:4], predict the reactants needed to synthesize it. The reactants are: [CH3:1][C:2]([O:5][C:6]([NH:8][C@H:9]([C:22]([OH:24])=O)[CH2:10][CH2:11][C:12]([O:14]CC1C=CC=CC=1)=[O:13])=[O:7])([CH3:4])[CH3:3].Cl.C[N:27](C)[CH2:28][CH2:29]CN=C=NCC.O.ON1C2C=CC=CC=2N=N1.C(N)C. (2) Given the product [OH:1][CH:2]([CH2:6][CH2:7][CH2:8][CH2:9][CH2:10][CH2:11][CH2:12][CH2:13][CH2:14][CH3:15])[C:3]([NH:37][C@@H:32]([CH2:33][CH2:34][CH2:35][CH3:36])/[CH:31]=[CH:30]/[C:29]([O:28][CH2:21][C:22]1[CH:23]=[CH:24][CH:25]=[CH:26][CH:27]=1)=[O:38])=[O:5], predict the reactants needed to synthesize it. The reactants are: [OH:1][CH:2]([CH2:6][CH2:7][CH2:8][CH2:9][CH2:10][CH2:11][CH2:12][CH2:13][CH2:14][CH2:15]CCCC)[C:3]([OH:5])=O.[Cl-].[CH2:21]([O:28][C:29](=[O:38])/[CH:30]=[CH:31]/[C@@H:32]([NH3+:37])[CH2:33][CH2:34][CH2:35][CH3:36])[C:22]1[CH:27]=[CH:26][CH:25]=[CH:24][CH:23]=1.C1C=CC2N(O)N=NC=2C=1. (3) Given the product [NH2:34][C:30]1[CH:29]=[C:28]2[C:33]([C:24]([N:21]3[CH2:20][CH2:19][N:18]([C:16]([NH:15][C:12]4[CH:13]=[CH:14][C:9]([F:8])=[CH:10][CH:11]=4)=[O:17])[CH2:23][CH2:22]3)=[CH:25][CH:26]=[N:27]2)=[CH:32][CH:31]=1, predict the reactants needed to synthesize it. The reactants are: FC(F)(F)C(O)=O.[F:8][C:9]1[CH:14]=[CH:13][C:12]([NH:15][C:16]([N:18]2[CH2:23][CH2:22][N:21]([C:24]3[C:33]4[C:28](=[CH:29][C:30]([N+:34]([O-])=O)=[CH:31][CH:32]=4)[N:27]=[CH:26][CH:25]=3)[CH2:20][CH2:19]2)=[O:17])=[CH:11][CH:10]=1.[H][H]. (4) Given the product [C:17]([C:21]1[CH:26]=[CH:25][C:24]([S:27]([NH:1][C:2]2[CH:7]=[CH:6][C:5]([Cl:8])=[CH:4][C:3]=2[C:9]([C:11]2[CH:16]=[CH:15][N:14]=[CH:13][N:12]=2)=[O:10])(=[O:29])=[O:28])=[CH:23][CH:22]=1)([CH3:20])([CH3:18])[CH3:19], predict the reactants needed to synthesize it. The reactants are: [NH2:1][C:2]1[CH:7]=[CH:6][C:5]([Cl:8])=[CH:4][C:3]=1[C:9]([C:11]1[CH:16]=[CH:15][N:14]=[CH:13][N:12]=1)=[O:10].[C:17]([C:21]1[CH:26]=[CH:25][C:24]([S:27](Cl)(=[O:29])=[O:28])=[CH:23][CH:22]=1)([CH3:20])([CH3:19])[CH3:18]. (5) Given the product [F:31][C:29]([F:32])([F:30])[C:28]([NH:27][CH2:26][C:25]1[CH:34]=[CH:35][C:36]([F:37])=[C:23]([CH:20]2[CH2:19][CH2:18][N:17]([C:15]([C:4]3[C:3]4[C:7](=[CH:8][CH:9]=[CH:10][C:2]=4[C:44]4[CH:43]=[CH:42][N:41]=[C:40]([O:39][CH3:38])[CH:45]=4)[N:6]([CH2:11][CH2:12][O:13][CH3:14])[CH:5]=3)=[O:16])[CH2:22][CH2:21]2)[CH:24]=1)=[O:33], predict the reactants needed to synthesize it. The reactants are: Br[C:2]1[CH:10]=[CH:9][CH:8]=[C:7]2[C:3]=1[C:4]([C:15]([N:17]1[CH2:22][CH2:21][CH:20]([C:23]3[CH:24]=[C:25]([CH:34]=[CH:35][C:36]=3[F:37])[CH2:26][NH:27][C:28](=[O:33])[C:29]([F:32])([F:31])[F:30])[CH2:19][CH2:18]1)=[O:16])=[CH:5][N:6]2[CH2:11][CH2:12][O:13][CH3:14].[CH3:38][O:39][C:40]1[CH:45]=[C:44](B(O)O)[CH:43]=[CH:42][N:41]=1.C(=O)([O-])[O-].[Cs+].[Cs+].C(Cl)Cl. (6) Given the product [NH2:16][C:10]1[O:11][CH2:12][C:13]([F:14])([F:15])[C@:8]([C:6]2[CH:7]=[C:2]([NH:1][C:29]([C:24]3[C:23]([O:22][CH2:21][C:20]([F:33])([F:32])[F:19])=[CH:28][CH:27]=[CH:26][N:25]=3)=[O:30])[CH:3]=[CH:4][C:5]=2[F:18])([CH3:17])[N:9]=1, predict the reactants needed to synthesize it. The reactants are: [NH2:1][C:2]1[CH:3]=[CH:4][C:5]([F:18])=[C:6]([C@:8]2([CH3:17])[C:13]([F:15])([F:14])[CH2:12][O:11][C:10]([NH2:16])=[N:9]2)[CH:7]=1.[F:19][C:20]([F:33])([F:32])[CH2:21][O:22][C:23]1[C:24]([C:29](O)=[O:30])=[N:25][CH:26]=[CH:27][CH:28]=1. (7) Given the product [CH3:30][C:12]1[C:11]([C:6]2[CH:5]=[CH:4][N:3]=[C:2]3[NH:1][C:43]([C:42]4[CH:45]=[CH:46][C:39]([C:37]([N:31]5[CH2:36][CH2:35][O:34][CH2:33][CH2:32]5)=[O:38])=[CH:40][CH:41]=4)=[N:8][C:7]=23)=[CH:16][CH:15]=[CH:14][C:13]=1[N:17]1[CH:21]=[CH:20][N:19]([C:22]2[CH:27]=[CH:26][C:25]([CH3:28])=[CH:24][CH:23]=2)[C:18]1=[O:29], predict the reactants needed to synthesize it. The reactants are: [NH2:1][C:2]1[C:7]([N+:8]([O-])=O)=[C:6]([C:11]2[C:12]([CH3:30])=[C:13]([N:17]3[CH:21]=[CH:20][N:19]([C:22]4[CH:27]=[CH:26][C:25]([CH3:28])=[CH:24][CH:23]=4)[C:18]3=[O:29])[CH:14]=[CH:15][CH:16]=2)[CH:5]=[CH:4][N:3]=1.[N:31]1([C:37]([C:39]2[CH:46]=[CH:45][C:42]([CH:43]=O)=[CH:41][CH:40]=2)=[O:38])[CH2:36][CH2:35][O:34][CH2:33][CH2:32]1.